From a dataset of Reaction yield outcomes from USPTO patents with 853,638 reactions. Predict the reaction yield, written as a fraction of the theoretical maximum amount of product (1.0 means a 100% yield; for example, 0.34 means a 34% yield). (1) The reactants are [CH:1]1([CH2:6][C@H:7]([N:11]2[CH2:19][C:18]3[C:13](=[CH:14][CH:15]=[CH:16][C:17]=3[C:20]([F:23])([F:22])[F:21])[C:12]2=[O:24])[C:8](O)=[O:9])[CH2:5][CH2:4][CH2:3][CH2:2]1.[C:25](Cl)(=[O:29])[C:26](Cl)=O.C(O[CH2:35][CH2:36][N:37]1[CH:41]=[CH:40][C:39]([NH2:42])=[N:38]1)(C)C.N1C(C)=CC=C[C:44]=1C. The catalyst is C(Cl)Cl.CN(C)C=O. The product is [CH:1]1([CH2:6][C@H:7]([N:11]2[CH2:19][C:18]3[C:13](=[CH:14][CH:15]=[CH:16][C:17]=3[C:20]([F:21])([F:22])[F:23])[C:12]2=[O:24])[C:8]([NH:42][C:39]2[CH:40]=[CH:41][N:37]([CH2:36][CH2:35][CH2:44][C:25](=[O:29])[CH3:26])[N:38]=2)=[O:9])[CH2:2][CH2:3][CH2:4][CH2:5]1. The yield is 0.770. (2) The reactants are [OH:1][C:2]1[C:7]([CH:8]=[O:9])=[CH:6][C:5]([CH3:10])=[CH:4][C:3]=1[CH:11]=O.C([O-])([O-])=O.[K+].[K+].[F:19][C:20]([F:29])([F:28])/[CH:21]=[CH:22]/[C:23]([O:25][CH2:26][CH3:27])=[O:24].Cl. The catalyst is CN(C=O)C. The product is [CH:8]([C:7]1[CH:6]=[C:5]([CH3:10])[CH:4]=[C:3]2[C:2]=1[O:1][CH:21]([C:20]([F:19])([F:29])[F:28])[C:22]([C:23]([O:25][CH2:26][CH3:27])=[O:24])=[CH:11]2)=[O:9]. The yield is 0.230. (3) The reactants are [CH2:1]([C@@:5]1([CH2:31][CH3:32])[NH:11][C@H:10]([C:12]2[CH:17]=[CH:16][CH:15]=[CH:14][CH:13]=2)[C:9]2[CH:18]=[C:19]([O:27][CH3:28])[C:20]([CH2:22][CH2:23][C:24](O)=[O:25])=[CH:21][C:8]=2[S:7](=[O:30])(=[O:29])[CH2:6]1)[CH2:2][CH2:3][CH3:4].C(Cl)CCl.Cl.[NH2:38][OH:39]. The catalyst is C1COCC1.CN(C1C=CN=CC=1)C. The product is [CH2:1]([C@@:5]1([CH2:31][CH3:32])[NH:11][C@H:10]([C:12]2[CH:17]=[CH:16][CH:15]=[CH:14][CH:13]=2)[C:9]2[CH:18]=[C:19]([O:27][CH3:28])[C:20]([CH2:22][CH2:23][C:24]([NH:38][OH:39])=[O:25])=[CH:21][C:8]=2[S:7](=[O:30])(=[O:29])[CH2:6]1)[CH2:2][CH2:3][CH3:4]. The yield is 0.350. (4) The reactants are [Cl:1][C:2]1[CH:3]=[N:4][N:5]([CH3:16])[C:6]=1[C:7]1[CH:8]=[C:9]([C:13]([OH:15])=O)[S:10][C:11]=1[CH3:12].[NH2:17][C@@H:18]([CH2:31][C:32]1[CH:37]=[CH:36][C:35]([F:38])=[CH:34][CH:33]=1)[CH2:19][N:20]1[C:28](=[O:29])[C:27]2[C:22](=[CH:23][CH:24]=[CH:25][CH:26]=2)[C:21]1=[O:30].CC(OC(N[C@H](C(O)=O)CC1C=CC=CC=1C(F)(F)F)=O)(C)C.C1CN([P+](Br)(N2CCCC2)N2CCCC2)CC1.F[P-](F)(F)(F)(F)F.CCN(C(C)C)C(C)C. The catalyst is C(Cl)(Cl)Cl. The product is [Cl:1][C:2]1[CH:3]=[N:4][N:5]([CH3:16])[C:6]=1[C:7]1[CH:8]=[C:9]([C:13]([NH:17][C@@H:18]([CH2:31][C:32]2[CH:33]=[CH:34][C:35]([F:38])=[CH:36][CH:37]=2)[CH2:19][N:20]2[C:28](=[O:29])[C:27]3[C:22](=[CH:23][CH:24]=[CH:25][CH:26]=3)[C:21]2=[O:30])=[O:15])[S:10][C:11]=1[CH3:12]. The yield is 0.710. (5) The reactants are [CH3:1][N:2]1[C:7]2[CH:8]=[CH:9][C:10]([CH:12]([C:14]3([C:20]4[CH:25]=[CH:24][CH:23]=[CH:22][CH:21]=4)SCCCS3)[OH:13])=[CH:11][C:6]=2[O:5][CH2:4][CH2:3]1.C([OH:30])(C)(C)C.C(OI1(OC(=O)C)(OC(=O)C)C2C=CC=CC=2C(=O)O1)(=O)C. The catalyst is ClCCl. The product is [CH3:1][N:2]1[C:7]2[CH:8]=[CH:9][C:10]([C:12](=[O:13])[C:14]([C:20]3[CH:25]=[CH:24][CH:23]=[CH:22][CH:21]=3)=[O:30])=[CH:11][C:6]=2[O:5][CH2:4][CH2:3]1. The yield is 0.340. (6) The reactants are [S:1]1[C:5]2[CH:6]=[CH:7][CH:8]=[CH:9][C:4]=2[C:3]([N:10]2[CH2:15][CH2:14][N:13]([CH2:16][CH2:17][C:18]3[CH:26]=[C:25]4[C:21]([CH2:22][CH:23]([NH:29][C:30](=O)[CH3:31])[C:24]4([CH3:28])[CH3:27])=[CH:20][CH:19]=3)[CH2:12][CH2:11]2)=[N:2]1. The catalyst is C1COCC1. The product is [S:1]1[C:5]2[CH:6]=[CH:7][CH:8]=[CH:9][C:4]=2[C:3]([N:10]2[CH2:15][CH2:14][N:13]([CH2:16][CH2:17][C:18]3[CH:26]=[C:25]4[C:21]([CH2:22][CH:23]([NH:29][CH2:30][CH3:31])[C:24]4([CH3:28])[CH3:27])=[CH:20][CH:19]=3)[CH2:12][CH2:11]2)=[N:2]1. The yield is 0.720.